From a dataset of Retrosynthesis with 50K atom-mapped reactions and 10 reaction types from USPTO. Predict the reactants needed to synthesize the given product. Given the product CC(=O)c1cc(OCC=C(Cl)Cl)cc(Cl)c1OCCCCOc1ccc(C(F)(F)F)cn1, predict the reactants needed to synthesize it. The reactants are: CC(=O)c1cc(OCC=C(Cl)Cl)cc(Cl)c1O.OCCCCOc1ccc(C(F)(F)F)cn1.